From a dataset of Full USPTO retrosynthesis dataset with 1.9M reactions from patents (1976-2016). Predict the reactants needed to synthesize the given product. (1) Given the product [Cl:24][C:25]1[CH:26]=[C:27]([CH:28]([C:13]2[CH:14]=[C:15]([CH:19]3[O:23][CH2:22][CH2:21][O:20]3)[S:16][C:17]=2[CH3:18])[OH:29])[CH:30]=[CH:31][CH:32]=1, predict the reactants needed to synthesize it. The reactants are: [Li]CCCC.CCCCCC.Br[C:13]1[CH:14]=[C:15]([CH:19]2[O:23][CH2:22][CH2:21][O:20]2)[S:16][C:17]=1[CH3:18].[Cl:24][C:25]1[CH:26]=[C:27]([CH:30]=[CH:31][CH:32]=1)[CH:28]=[O:29]. (2) Given the product [F:1][C:2]1[CH:3]=[CH:4][C:5]([N:8]2[C:12]3[CH:13]=[C:14]4[C@:19]([CH2:21][OH:22])([CH2:20][C:11]=3[CH:10]=[N:9]2)[CH2:18][N:17]([S:25]([C:28]2[CH:29]=[C:30]([F:36])[C:31]([F:35])=[C:32]([F:34])[CH:33]=2)(=[O:27])=[O:26])[CH2:16][CH2:15]4)=[CH:6][CH:7]=1, predict the reactants needed to synthesize it. The reactants are: [F:1][C:2]1[CH:7]=[CH:6][C:5]([N:8]2[C:12]3[CH:13]=[C:14]4[C@:19]([C:21](OC)=[O:22])([CH2:20][C:11]=3[CH:10]=[N:9]2)[CH2:18][N:17]([S:25]([C:28]2[CH:33]=[C:32]([F:34])[C:31]([F:35])=[C:30]([F:36])[CH:29]=2)(=[O:27])=[O:26])[CH2:16][CH2:15]4)=[CH:4][CH:3]=1.[H-].C([Al+]CC(C)C)C(C)C.O. (3) The reactants are: [C:1]([S:5][C:6]1[CH:13]=[CH:12][CH:11]=[CH:10][C:7]=1[C:8]#[N:9])([CH3:4])([CH3:3])[CH3:2].B.C1COCC1.CO.Cl. Given the product [C:1]([S:5][C:6]1[CH:13]=[CH:12][CH:11]=[CH:10][C:7]=1[CH2:8][NH2:9])([CH3:4])([CH3:2])[CH3:3], predict the reactants needed to synthesize it. (4) Given the product [CH3:1][O:2][C:3](=[O:15])[C:4]1[CH:5]=[C:6]([Cl:14])[CH:7]=[C:8]([N:10]([CH2:24][C:25]2[CH:30]=[CH:29][CH:28]=[CH:27][CH:26]=2)[CH:11]([CH3:13])[CH3:12])[CH:9]=1, predict the reactants needed to synthesize it. The reactants are: [CH3:1][O:2][C:3](=[O:15])[C:4]1[CH:9]=[C:8]([NH:10][CH:11]([CH3:13])[CH3:12])[CH:7]=[C:6]([Cl:14])[CH:5]=1.C(=O)([O-])[O-].[Cs+].[Cs+].[I-].[K+].[CH2:24](Br)[C:25]1[CH:30]=[CH:29][CH:28]=[CH:27][CH:26]=1. (5) Given the product [C:1]([O:5][C:6]([N:8]1[CH2:26][CH2:25][C:12]2=[C:13]([N:20]3[CH2:21][CH:22]([O:24][CH2:29][C:30]4[CH:35]=[CH:34][CH:33]=[CH:32][CH:31]=4)[CH2:23]3)[N:14]3[C:18]([N:19]=[C:11]2[CH2:10][CH2:9]1)=[CH:17][CH:16]=[N:15]3)=[O:7])([CH3:4])([CH3:2])[CH3:3], predict the reactants needed to synthesize it. The reactants are: [C:1]([O:5][C:6]([N:8]1[CH2:26][CH2:25][C:12]2=[C:13]([N:20]3[CH2:23][CH:22]([OH:24])[CH2:21]3)[N:14]3[C:18]([N:19]=[C:11]2[CH2:10][CH2:9]1)=[CH:17][CH:16]=[N:15]3)=[O:7])([CH3:4])([CH3:3])[CH3:2].[H-].[Na+].[CH2:29](Br)[C:30]1[CH:35]=[CH:34][CH:33]=[CH:32][CH:31]=1. (6) The reactants are: [F:1][C:2]1[CH:7]=[CH:6][C:5]([N:8]2[C:12]3[CH:13]=[C:14]4[C@:19]([CH2:21][OH:22])([CH2:20][C:11]=3[CH:10]=[N:9]2)[CH2:18][N:17]([S:23]([C:26]2[CH:27]=[N:28][C:29]([N:32]3[CH2:37][CH2:36][O:35][CH2:34][CH2:33]3)=[CH:30][CH:31]=2)(=[O:25])=[O:24])[CH2:16][CH2:15]4)=[CH:4][CH:3]=1.[CH:38]1([CH2:41]Br)[CH2:40][CH2:39]1. Given the product [CH:38]1([CH2:41][O:22][CH2:21][C@@:19]23[CH2:18][N:17]([S:23]([C:26]4[CH:27]=[N:28][C:29]([N:32]5[CH2:37][CH2:36][O:35][CH2:34][CH2:33]5)=[CH:30][CH:31]=4)(=[O:24])=[O:25])[CH2:16][CH2:15][C:14]2=[CH:13][C:12]2[N:8]([C:5]4[CH:6]=[CH:7][C:2]([F:1])=[CH:3][CH:4]=4)[N:9]=[CH:10][C:11]=2[CH2:20]3)[CH2:40][CH2:39]1, predict the reactants needed to synthesize it. (7) Given the product [CH2:25]([N:6]1[CH2:7][CH:8]([N:10]([C:18]([O:20][C:21]([CH3:22])([CH3:23])[CH3:24])=[O:19])[CH2:11][C:12]2[CH:13]=[CH:14][CH:15]=[CH:16][CH:17]=2)[CH2:9][CH:5]1[C:3]([OH:4])=[O:2])[C:26]1[CH:31]=[CH:30][CH:29]=[CH:28][CH:27]=1, predict the reactants needed to synthesize it. The reactants are: C[O:2][C:3]([CH:5]1[CH2:9][CH:8]([N:10]([C:18]([O:20][C:21]([CH3:24])([CH3:23])[CH3:22])=[O:19])[CH2:11][C:12]2[CH:17]=[CH:16][CH:15]=[CH:14][CH:13]=2)[CH2:7][N:6]1[CH2:25][C:26]1[CH:31]=[CH:30][CH:29]=[CH:28][CH:27]=1)=[O:4].[Li+].[OH-].